Dataset: Forward reaction prediction with 1.9M reactions from USPTO patents (1976-2016). Task: Predict the product of the given reaction. (1) The product is: [N+:1]([C:4]1[CH:9]=[CH:8][CH:7]=[CH:6][C:5]=1[S:10]([NH:17][CH2:18][CH2:19][C:20]1[CH:21]=[N:22][CH:23]=[CH:24][CH:25]=1)(=[O:12])=[O:11])([O-:3])=[O:2]. Given the reactants [N+:1]([C:4]1[CH:9]=[CH:8][CH:7]=[CH:6][C:5]=1[S:10](Cl)(=[O:12])=[O:11])([O-:3])=[O:2].ClCCl.[NH2:17][CH2:18][CH2:19][C:20]1[CH:21]=[N:22][CH:23]=[CH:24][CH:25]=1.C(N(CC)CC)C, predict the reaction product. (2) Given the reactants [OH-].[Na+].[CH3:3][O:4][C:5]1[CH:6]=[CH:7][C:8]2[O:12]C(=O)[S:10][C:9]=2[CH:14]=1.Cl, predict the reaction product. The product is: [SH:10][C:9]1[CH:14]=[C:5]([O:4][CH3:3])[CH:6]=[CH:7][C:8]=1[OH:12]. (3) Given the reactants Br[C:2]1[S:6][C:5]([O:7][CH3:8])=[N:4][CH:3]=1.C([Li])CCC.[CH2:14]([Sn:18](Cl)([CH2:23][CH2:24][CH2:25][CH3:26])[CH2:19][CH2:20][CH2:21][CH3:22])[CH2:15][CH2:16][CH3:17].C(=O)(O)[O-].[Na+], predict the reaction product. The product is: [CH3:8][O:7][C:5]1[S:6][C:2]([Sn:18]([CH2:19][CH2:20][CH2:21][CH3:22])([CH2:23][CH2:24][CH2:25][CH3:26])[CH2:14][CH2:15][CH2:16][CH3:17])=[CH:3][N:4]=1.